From a dataset of Catalyst prediction with 721,799 reactions and 888 catalyst types from USPTO. Predict which catalyst facilitates the given reaction. Reactant: [NH:1]1[CH2:4][CH:3]([O:5][C:6]2[CH:11]=[CH:10][C:9]([N:12]3[CH:17]=[CH:16][C:15]4[N:18]=[C:19]([C:21]5[CH:26]=[CH:25][C:24]([C:27]([F:30])([F:29])[F:28])=[CH:23][CH:22]=5)[S:20][C:14]=4[C:13]3=[O:31])=[CH:8][C:7]=2[O:32][CH3:33])[CH2:2]1.[C:34]1(=O)[CH2:37][CH2:36][CH2:35]1.C(O[BH-](OC(=O)C)OC(=O)C)(=O)C.[Na+].C(O)(=O)C.C(=O)(O)[O-].[Na+]. Product: [CH:34]1([N:1]2[CH2:4][CH:3]([O:5][C:6]3[CH:11]=[CH:10][C:9]([N:12]4[CH:17]=[CH:16][C:15]5[N:18]=[C:19]([C:21]6[CH:22]=[CH:23][C:24]([C:27]([F:29])([F:28])[F:30])=[CH:25][CH:26]=6)[S:20][C:14]=5[C:13]4=[O:31])=[CH:8][C:7]=3[O:32][CH3:33])[CH2:2]2)[CH2:37][CH2:36][CH2:35]1. The catalyst class is: 68.